Dataset: Reaction yield outcomes from USPTO patents with 853,638 reactions. Task: Predict the reaction yield, written as a fraction of the theoretical maximum amount of product (1.0 means a 100% yield; for example, 0.34 means a 34% yield). (1) The reactants are [F:1][C:2]1[CH:3]=[C:4]([Cl:13])[C:5]([O:11][CH3:12])=[C:6]([CH:8]([OH:10])[CH3:9])[CH:7]=1.[Cr](Cl)([O-])(=O)=O.[NH+]1C=CC=CC=1.C(OCC)C. The catalyst is CC(C)=O. The product is [F:1][C:2]1[CH:3]=[C:4]([Cl:13])[C:5]([O:11][CH3:12])=[C:6]([C:8](=[O:10])[CH3:9])[CH:7]=1. The yield is 0.970. (2) The reactants are [Br:1][C:2]1[CH:7]=[CH:6][C:5]([CH:8]([OH:12])[CH2:9][CH2:10]Cl)=[CH:4][CH:3]=1.[NH:13]1[CH:17]=[CH:16][N:15]=[CH:14]1. The catalyst is CN(C)C=O. The product is [Br:1][C:2]1[CH:7]=[CH:6][C:5]([CH:8]([OH:12])[CH2:9][CH2:10][N:13]2[CH:17]=[CH:16][N:15]=[CH:14]2)=[CH:4][CH:3]=1. The yield is 0.440. (3) No catalyst specified. The reactants are [N+:1]([C:4]1[CH:9]=[CH:8][CH:7]=[CH:6][C:5]=1[OH:10])([O-:3])=[O:2].[OH-].[Na+].O.[Br:14][CH2:15][CH2:16]Br. The yield is 0.630. The product is [Br:14][CH2:15][CH2:16][O:10][C:5]1[CH:6]=[CH:7][CH:8]=[CH:9][C:4]=1[N+:1]([O-:3])=[O:2]. (4) The reactants are [CH3:1][O:2][C:3]1[CH:4]=[C:5]2[C:31](=[CH:32][C:33]=1[O:34][CH3:35])[CH:9]1[O:10][CH2:11][C:12]([C:25]3[CH:30]=[CH:29][CH:28]=[CH:27][CH:26]=3)([C:14]3[CH:19]=[CH:18][C:17]([N:20]4[CH2:24][CH2:23][CH2:22][CH2:21]4)=[CH:16][CH:15]=3)[CH:13]=[C:8]1[CH:7]=[C:6]2[C:36]1[CH:41]=[CH:40][C:39]([C:42]2[CH:47]=[CH:46][C:45]([O:48]O)=[CH:44][CH:43]=2)=[CH:38][CH:37]=1.[F:50][C:51]([F:67])([C:57]([F:66])([F:65])[C:58]([F:64])([F:63])[C:59]([F:62])([F:61])[F:60])[CH2:52][CH2:53][C:54](O)=[O:55].C1(N=C=NC2CCCCC2)CCCCC1. The catalyst is C(Cl)Cl.CN(C)C1C=CN=CC=1. The product is [CH3:1][O:2][C:3]1[CH:4]=[C:5]2[C:31](=[CH:32][C:33]=1[O:34][CH3:35])[CH:9]1[O:10][CH2:11][C:12]([C:25]3[CH:30]=[CH:29][CH:28]=[CH:27][CH:26]=3)([C:14]3[CH:19]=[CH:18][C:17]([N:20]4[CH2:24][CH2:23][CH2:22][CH2:21]4)=[CH:16][CH:15]=3)[CH:13]=[C:8]1[CH:7]=[C:6]2[C:36]1[CH:41]=[CH:40][C:39]([C:42]2[CH:47]=[CH:46][C:45]([O:48][C:54](=[O:55])[CH2:53][CH2:52][C:51]([F:50])([F:67])[C:57]([F:65])([F:66])[C:58]([F:63])([F:64])[C:59]([F:60])([F:62])[F:61])=[CH:44][CH:43]=2)=[CH:38][CH:37]=1. The yield is 0.510. (5) The reactants are [CH2:1]([C@@H:8]1[CH2:12][O:11][C:10](=[O:13])[NH:9]1)[C:2]1[CH:7]=[CH:6][CH:5]=[CH:4][CH:3]=1.[Li]CCCC.[Br:19][C:20]1[CH:25]=[CH:24][C:23]([CH2:26][C:27](Cl)=[O:28])=[CH:22][CH:21]=1. The catalyst is C1COCC1. The product is [CH2:1]([C@@H:8]1[CH2:12][O:11][C:10](=[O:13])[N:9]1[C:27](=[O:28])[CH2:26][C:23]1[CH:24]=[CH:25][C:20]([Br:19])=[CH:21][CH:22]=1)[C:2]1[CH:3]=[CH:4][CH:5]=[CH:6][CH:7]=1. The yield is 0.800. (6) The reactants are I[C:2]1[S:3][C:4]2[CH:10]=[C:9]([O:11][CH3:12])[CH:8]=[CH:7][C:5]=2[N:6]=1.[C:13]([C:15]1[CH:22]=[CH:21][C:18]([NH:19][CH3:20])=[C:17]([F:23])[CH:16]=1)#[CH:14]. The catalyst is C(#N)C.[Cu]I. The product is [F:23][C:17]1[CH:16]=[C:15]([C:13]#[C:14][C:2]2[S:3][C:4]3[CH:10]=[C:9]([O:11][CH3:12])[CH:8]=[CH:7][C:5]=3[N:6]=2)[CH:22]=[CH:21][C:18]=1[NH:19][CH3:20]. The yield is 0.390. (7) The reactants are [CH2:1]([O:8][C:9]1[CH:14]=[CH:13][C:12]([C:15]2[NH:16][CH:17]=[C:18]([C:20]3[N:24]([CH:25]([CH3:27])[CH3:26])[N:23]=[CH:22][N:21]=3)[N:19]=2)=[C:11]([F:28])[CH:10]=1)[C:2]1[CH:7]=[CH:6][CH:5]=[CH:4][CH:3]=1.[O:29]1[CH2:33][CH2:32]OC1=O. The catalyst is C1(C)C=CC=CC=1. The product is [CH2:1]([O:8][C:9]1[CH:14]=[CH:13][C:12]([C:15]2[N:16]([CH2:32][CH2:33][OH:29])[CH:17]=[C:18]([C:20]3[N:24]([CH:25]([CH3:26])[CH3:27])[N:23]=[CH:22][N:21]=3)[N:19]=2)=[C:11]([F:28])[CH:10]=1)[C:2]1[CH:3]=[CH:4][CH:5]=[CH:6][CH:7]=1. The yield is 0.700. (8) The yield is 0.590. The catalyst is CCN=C=NCCCN(C)C.Cl.C1C=CC2N(O)N=NC=2C=1.O. The reactants are Cl.[Cl:2][C:3]1[CH:4]=[C:5]([C@H:10]2[C@H:15]([N:16]([CH3:33])[C:17](=[O:32])[C:18]3[CH:23]=[C:22]([C:24]([F:27])([F:26])[F:25])[CH:21]=[C:20]([C:28]([F:31])([F:30])[F:29])[CH:19]=3)[CH2:14][CH2:13][NH:12][CH2:11]2)[CH:6]=[CH:7][C:8]=1[Cl:9].[C:34]([N:41]1[CH2:49][CH2:48][CH:44]([C:45](O)=[O:46])[CH2:43][CH2:42]1)([O:36][C:37]([CH3:40])([CH3:39])[CH3:38])=[O:35]. The product is [F:27][C:24]([F:25])([F:26])[C:22]1[CH:23]=[C:18]([C:17]([N:16]([CH3:33])[C@@H:15]2[CH2:14][CH2:13][N:12]([C:45]([CH:44]3[CH2:48][CH2:49][N:41]([C:34]([O:36][C:37]([CH3:40])([CH3:39])[CH3:38])=[O:35])[CH2:42][CH2:43]3)=[O:46])[CH2:11][C@H:10]2[C:5]2[CH:6]=[CH:7][C:8]([Cl:9])=[C:3]([Cl:2])[CH:4]=2)=[O:32])[CH:19]=[C:20]([C:28]([F:31])([F:29])[F:30])[CH:21]=1. (9) The reactants are [NH2:1][C:2]1[CH:7]=[CH:6][C:5]([C:8]2[N:13]=[C:12]([N:14]3[CH:19]([CH3:20])[CH2:18][O:17][CH2:16][CH:15]3[CH3:21])[N:11]=[C:10]([C:22]3[CH:27]=[CH:26][C:25]([NH:28][C:29]([NH:31][CH3:32])=[O:30])=[CH:24][CH:23]=3)[N:9]=2)=[CH:4][CH:3]=1.[N:33]1[CH:38]=[CH:37][C:36]([NH:39][C:40](=O)[O:41]C2C=CC=CC=2)=[CH:35][CH:34]=1. No catalyst specified. The product is [CH3:21][CH:15]1[CH2:16][O:17][CH2:18][CH:19]([CH3:20])[N:14]1[C:12]1[N:11]=[C:10]([C:22]2[CH:27]=[CH:26][C:25]([NH:28][C:29](=[O:30])[NH:31][CH3:32])=[CH:24][CH:23]=2)[N:9]=[C:8]([C:5]2[CH:4]=[CH:3][C:2]([NH:1][C:40]([NH:39][C:36]3[CH:37]=[CH:38][N:33]=[CH:34][CH:35]=3)=[O:41])=[CH:7][CH:6]=2)[N:13]=1. The yield is 0.00800. (10) The reactants are Cl[C:2]1[CH:7]=[C:6]([CH3:8])[C:5]([C:9](=[O:11])[CH3:10])=[C:4]([CH3:12])[CH:3]=1.[O-]P([O-])([O-])=O.[K+].[K+].[K+].[F:21][C:22]1[CH:27]=[CH:26][C:25]([OH:28])=[CH:24][CH:23]=1. The catalyst is C1(C)C=CC=CC=1.CC([O-])=O.CC([O-])=O.[Pd+2].C(P(C(C)(C)C)C1C=CC=CC=1C1C(C(C)C)=CC(C(C)C)=CC=1C(C)C)(C)(C)C. The product is [F:21][C:22]1[CH:27]=[CH:26][C:25]([O:28][C:2]2[CH:7]=[C:6]([CH3:8])[C:5]([C:9](=[O:11])[CH3:10])=[C:4]([CH3:12])[CH:3]=2)=[CH:24][CH:23]=1. The yield is 0.680.